This data is from Full USPTO retrosynthesis dataset with 1.9M reactions from patents (1976-2016). The task is: Predict the reactants needed to synthesize the given product. The reactants are: B(Br)(Br)Br.C([O:12][CH2:13][C:14]([N:16]1[CH2:21][CH2:20][CH2:19][C:18]2[S:22][C:23]([C:25]3[CH:30]=[CH:29][C:28]([O:31][C@H:32]4[CH2:35][C@H:34]([N:36]5[CH2:41][CH2:40][CH2:39][CH2:38][CH2:37]5)[CH2:33]4)=[CH:27][CH:26]=3)=[N:24][C:17]1=2)=[O:15])C1C=CC=CC=1.O. Given the product [O:15]=[C:14]([N:16]1[CH2:21][CH2:20][CH2:19][C:18]2[S:22][C:23]([C:25]3[CH:26]=[CH:27][C:28]([O:31][C@H:32]4[CH2:35][C@H:34]([N:36]5[CH2:37][CH2:38][CH2:39][CH2:40][CH2:41]5)[CH2:33]4)=[CH:29][CH:30]=3)=[N:24][C:17]1=2)[CH2:13][OH:12], predict the reactants needed to synthesize it.